This data is from Full USPTO retrosynthesis dataset with 1.9M reactions from patents (1976-2016). The task is: Predict the reactants needed to synthesize the given product. Given the product [F:10][C:9]([F:11])([F:12])[C:7]1[CH:6]=[C:5]([C@H:13]([N:15]([CH3:41])[C:16]([N:18]2[CH2:32][CH2:31][C@:21]3([NH:25][C@:24]([CH3:30])([C:26]([NH2:44])=[O:27])[CH2:23][CH2:22]3)[CH2:20][C@@H:19]2[C:33]2[CH:38]=[CH:37][C:36]([F:39])=[CH:35][C:34]=2[CH3:40])=[O:17])[CH3:14])[CH:4]=[C:3]([C:2]([F:43])([F:1])[F:42])[CH:8]=1, predict the reactants needed to synthesize it. The reactants are: [F:1][C:2]([F:43])([F:42])[C:3]1[CH:4]=[C:5]([C@H:13]([N:15]([CH3:41])[C:16]([N:18]2[CH2:32][CH2:31][C@:21]3([NH:25][C@:24]([CH3:30])([C:26](OC)=[O:27])[CH2:23][CH2:22]3)[CH2:20][C@@H:19]2[C:33]2[CH:38]=[CH:37][C:36]([F:39])=[CH:35][C:34]=2[CH3:40])=[O:17])[CH3:14])[CH:6]=[C:7]([C:9]([F:12])([F:11])[F:10])[CH:8]=1.[NH3:44].